From a dataset of Full USPTO retrosynthesis dataset with 1.9M reactions from patents (1976-2016). Predict the reactants needed to synthesize the given product. Given the product [CH3:9][C@@H:8]1[CH2:7][CH2:6][CH2:5][N:4]([C:10]([C:12]2[CH:17]=[C:16]([CH3:18])[CH:15]=[CH:14][C:13]=2[N:19]2[CH:23]=[N:22][C:21]([CH3:24])=[N:20]2)=[O:11])[C@@H:3]1[CH2:2][NH:1][C:26]1[CH:31]=[CH:30][C:29]([CH3:32])=[CH:28][N:27]=1, predict the reactants needed to synthesize it. The reactants are: [NH2:1][CH2:2][C@@H:3]1[C@H:8]([CH3:9])[CH2:7][CH2:6][CH2:5][N:4]1[C:10]([C:12]1[CH:17]=[C:16]([CH3:18])[CH:15]=[CH:14][C:13]=1[N:19]1[CH:23]=[N:22][C:21]([CH3:24])=[N:20]1)=[O:11].Br[C:26]1[CH:31]=[CH:30][C:29]([CH3:32])=[CH:28][N:27]=1.